From a dataset of Rat liver microsome stability data. Regression/Classification. Given a drug SMILES string, predict its absorption, distribution, metabolism, or excretion properties. Task type varies by dataset: regression for continuous measurements (e.g., permeability, clearance, half-life) or binary classification for categorical outcomes (e.g., BBB penetration, CYP inhibition). Dataset: rlm. (1) The drug is COc1ccc2nc(O)c(-c3noc(-c4ccccc4)n3)cc2c1. The result is 0 (unstable in rat liver microsomes). (2) The compound is CS(=O)(=O)N1CCN(C(=O)c2cnc3c(F)cc(F)cc3c2-c2ccc(C3(C#N)CC3)cc2)CC1. The result is 0 (unstable in rat liver microsomes). (3) The compound is CC(C)c1ccccc1-c1ncc(F)c(NCc2ccc(-c3cccnc3)s2)n1. The result is 1 (stable in rat liver microsomes). (4) The compound is Cc1c[nH]c2c(Nc3nc(N[C@@H]4CCOC[C@@H]4N)cc4ncnc(O)c34)cccc12. The result is 1 (stable in rat liver microsomes). (5) The molecule is Cc1ccc(CNc2ccccc2C(=O)Nc2nc(-c3ccccc3)cs2)cc1. The result is 0 (unstable in rat liver microsomes). (6) The molecule is O=S(=O)(NCc1ccc(-c2ccc(F)cc2F)cn1)c1cc2cc(Br)ccc2[nH]1. The result is 0 (unstable in rat liver microsomes).